This data is from Retrosynthesis with 50K atom-mapped reactions and 10 reaction types from USPTO. The task is: Predict the reactants needed to synthesize the given product. Given the product Cc1cccc2c(=O)[nH]c(N3CCN[C@H](CO)C3)cc12, predict the reactants needed to synthesize it. The reactants are: Cc1cccc2c(=O)[nH]c(Cl)cc12.OC[C@@H]1CNCCN1.